Dataset: Full USPTO retrosynthesis dataset with 1.9M reactions from patents (1976-2016). Task: Predict the reactants needed to synthesize the given product. (1) Given the product [CH:8](=[C:3]([C:2](=[O:7])[CH3:1])[C:4](=[O:6])[CH3:5])[C:9]1[CH:14]=[CH:13][CH:12]=[CH:11][CH:10]=1, predict the reactants needed to synthesize it. The reactants are: [CH3:1][C:2](=[O:7])[CH2:3][C:4](=[O:6])[CH3:5].[CH:8](=O)[C:9]1[CH:14]=[CH:13][CH:12]=[CH:11][CH:10]=1.O. (2) Given the product [NH2:1][C:2]1[C:7]([C:8]([C:10]2[CH:15]=[C:14]([Cl:16])[CH:13]=[CH:12][C:11]=2[O:17][CH3:18])=[O:9])=[CH:6][N:5]=[C:4]([NH:34][CH:31]2[CH2:32][CH2:33][N:28]([S:25]([CH3:24])(=[O:27])=[O:26])[CH2:29][CH2:30]2)[N:3]=1, predict the reactants needed to synthesize it. The reactants are: [NH2:1][C:2]1[C:7]([C:8]([C:10]2[CH:15]=[C:14]([Cl:16])[CH:13]=[CH:12][C:11]=2[O:17][CH3:18])=[O:9])=[CH:6][N:5]=[C:4](S(CC)(=O)=O)[N:3]=1.[CH3:24][S:25]([N:28]1[CH2:33][CH2:32][CH:31]([NH2:34])[CH2:30][CH2:29]1)(=[O:27])=[O:26]. (3) Given the product [C:10]([O:14][C:15](=[O:16])[NH:17][CH2:18][C:19]([N:54]1[CH2:55][CH2:56][N:51]([CH2:44][C:45]2[CH:46]=[CH:47][CH:48]=[CH:49][CH:50]=2)[CH2:52][CH2:53]1)=[O:21])([CH3:11])([CH3:12])[CH3:13], predict the reactants needed to synthesize it. The reactants are: CCN(C(C)C)C(C)C.[C:10]([O:14][C:15]([NH:17][CH2:18][C:19]([OH:21])=O)=[O:16])([CH3:13])([CH3:12])[CH3:11].C1C=CC2N(O)N=NC=2C=1.CCN=C=NCCCN(C)C.Cl.[CH2:44]([N:51]1[CH2:56][CH2:55][NH:54][CH2:53][CH2:52]1)[C:45]1[CH:50]=[CH:49][CH:48]=[CH:47][CH:46]=1. (4) Given the product [C:21]([O:25][C:26]([N:28]([C:37]1[CH:42]=[CH:41][C:40]([C:43]2[O:47][CH:46]=[N:45][C:44]=2[I:48])=[CH:39][CH:38]=1)[N:29]=[CH:30][C:31]1[CH:32]=[CH:33][N:34]=[CH:35][CH:36]=1)=[O:27])([CH3:24])([CH3:22])[CH3:23], predict the reactants needed to synthesize it. The reactants are: C[Si](C)(C)[N-][Si](C)(C)C.[Li+].C1COCC1.C1COCC1.[C:21]([O:25][C:26]([N:28]([C:37]1[CH:42]=[CH:41][C:40]([C:43]2[O:47][CH:46]=[N:45][CH:44]=2)=[CH:39][CH:38]=1)[N:29]=[CH:30][C:31]1[CH:36]=[CH:35][N:34]=[CH:33][CH:32]=1)=[O:27])([CH3:24])([CH3:23])[CH3:22].[I:48]I.